Regression. Given two drug SMILES strings and cell line genomic features, predict the synergy score measuring deviation from expected non-interaction effect. From a dataset of Merck oncology drug combination screen with 23,052 pairs across 39 cell lines. (1) Drug 1: COc1cc(C2c3cc4c(cc3C(OC3OC5COC(C)OC5C(O)C3O)C3COC(=O)C23)OCO4)cc(OC)c1O. Drug 2: O=C(O)C1(Cc2cccc(Nc3nccs3)n2)CCC(Oc2cccc(Cl)c2F)CC1. Cell line: OV90. Synergy scores: synergy=21.1. (2) Drug 1: NC1(c2ccc(-c3nc4ccn5c(=O)[nH]nc5c4cc3-c3ccccc3)cc2)CCC1. Drug 2: C#Cc1cccc(Nc2ncnc3cc(OCCOC)c(OCCOC)cc23)c1. Cell line: MSTO. Synergy scores: synergy=66.8. (3) Drug 1: O=c1[nH]cc(F)c(=O)[nH]1. Synergy scores: synergy=2.43. Drug 2: COC1=C2CC(C)CC(OC)C(O)C(C)C=C(C)C(OC(N)=O)C(OC)C=CC=C(C)C(=O)NC(=CC1=O)C2=O. Cell line: DLD1. (4) Synergy scores: synergy=17.5. Cell line: HCT116. Drug 1: C=CCn1c(=O)c2cnc(Nc3ccc(N4CCN(C)CC4)cc3)nc2n1-c1cccc(C(C)(C)O)n1. Drug 2: O=C(NOCC(O)CO)c1ccc(F)c(F)c1Nc1ccc(I)cc1F. (5) Drug 1: O=P1(N(CCCl)CCCl)NCCCO1. Drug 2: NC1(c2ccc(-c3nc4ccn5c(=O)[nH]nc5c4cc3-c3ccccc3)cc2)CCC1. Cell line: SKOV3. Synergy scores: synergy=9.88. (6) Drug 1: C=CCn1c(=O)c2cnc(Nc3ccc(N4CCN(C)CC4)cc3)nc2n1-c1cccc(C(C)(C)O)n1. Drug 2: CC1(c2nc3c(C(N)=O)cccc3[nH]2)CCCN1. Cell line: UWB1289BRCA1. Synergy scores: synergy=-6.02.